Dataset: Reaction yield outcomes from USPTO patents with 853,638 reactions. Task: Predict the reaction yield, written as a fraction of the theoretical maximum amount of product (1.0 means a 100% yield; for example, 0.34 means a 34% yield). (1) The reactants are [C@@H:1]12[CH2:7][N:6](C(OC(C)(C)C)=O)[C@@H:5]1[CH2:4][N:3]([C:15]([O:17][CH2:18][C:19]1[CH:24]=[CH:23][CH:22]=[CH:21][CH:20]=1)=[O:16])[CH2:2]2.FC(F)(F)C(O)=O. The catalyst is C(Cl)Cl. The product is [C@@H:1]12[CH2:7][NH:6][C@@H:5]1[CH2:4][N:3]([C:15]([O:17][CH2:18][C:19]1[CH:24]=[CH:23][CH:22]=[CH:21][CH:20]=1)=[O:16])[CH2:2]2. The yield is 0.970. (2) The reactants are [CH:1]1([N:7]([CH:18]2[CH2:23][CH2:22][CH2:21][CH2:20][CH2:19]2)[C:8]([NH:10][C:11]2[S:12][C:13]([CH:16]=O)=[CH:14][N:15]=2)=[O:9])[CH2:6][CH2:5][CH2:4][CH2:3][CH2:2]1.Cl.[NH:25]1[CH2:29][CH2:28][CH:27]([NH:30][S:31]([CH2:34][CH3:35])(=[O:33])=[O:32])[CH2:26]1.C(O[BH-](OC(=O)C)OC(=O)C)(=O)C.[Na+]. No catalyst specified. The product is [CH:1]1([N:7]([CH:18]2[CH2:23][CH2:22][CH2:21][CH2:20][CH2:19]2)[C:8](=[O:9])[NH:10][C:11]2[S:12][C:13]([CH2:16][N:25]3[CH2:29][CH2:28][CH:27]([NH:30][S:31]([CH2:34][CH3:35])(=[O:33])=[O:32])[CH2:26]3)=[CH:14][N:15]=2)[CH2:6][CH2:5][CH2:4][CH2:3][CH2:2]1. The yield is 0.470. (3) The reactants are [H-].[Na+].[CH2:3]([O:5][C:6](=[O:19])[CH2:7][C:8](=[O:18])[CH:9]1[CH2:14][CH2:13][CH:12]([CH2:15][CH2:16][CH3:17])[CH2:11][CH2:10]1)[CH3:4].Br[CH2:21][C:22]([C:24]1[CH:29]=[CH:28][CH:27]=[CH:26][CH:25]=1)=[O:23]. The catalyst is C1COCC1.[Cl-].[Na+].O. The product is [CH2:3]([O:5][C:6](=[O:19])[CH:7]([C:8]([CH:9]1[CH2:10][CH2:11][CH:12]([CH2:15][CH2:16][CH3:17])[CH2:13][CH2:14]1)=[O:18])[CH2:21][C:22](=[O:23])[C:24]1[CH:29]=[CH:28][CH:27]=[CH:26][CH:25]=1)[CH3:4]. The yield is 1.15.